From a dataset of Peptide-MHC class I binding affinity with 185,985 pairs from IEDB/IMGT. Regression. Given a peptide amino acid sequence and an MHC pseudo amino acid sequence, predict their binding affinity value. This is MHC class I binding data. The peptide sequence is RRQWVLAFR. The MHC is HLA-A02:01 with pseudo-sequence HLA-A02:01. The binding affinity (normalized) is 0.0847.